This data is from Reaction yield outcomes from USPTO patents with 853,638 reactions. The task is: Predict the reaction yield, written as a fraction of the theoretical maximum amount of product (1.0 means a 100% yield; for example, 0.34 means a 34% yield). (1) The reactants are Cl[C:2]1[C:3]2[NH:10][N:9]([NH2:11])[N:8]([CH2:12][C:13]3[CH:18]=[CH:17][CH:16]=[C:15]([C:19]4([OH:25])[CH2:24][CH2:23][O:22][CH2:21][CH2:20]4)[N:14]=3)[C:4]=2[N:5]=[CH:6][N:7]=1.[C:26]1(B(O)O)[CH:31]=[CH:30][CH:29]=[CH:28][CH:27]=1.P([O-])([O-])([O-])=O.[K+].[K+].[K+]. The catalyst is O1CCOCC1. The product is [OH:25][C:19]1([C:15]2[N:14]=[C:13]([CH2:12][N:8]3[C:4]4[N:5]=[CH:6][N:7]=[C:2]([C:26]5[CH:31]=[CH:30][CH:29]=[CH:28][CH:27]=5)[C:3]=4[NH:10][N:9]3[NH2:11])[CH:18]=[CH:17][CH:16]=2)[CH2:24][CH2:23][O:22][CH2:21][CH2:20]1. The yield is 0.370. (2) The reactants are [Br:1][C:2]1[CH:29]=[CH:28][C:5]([CH2:6][O:7][C:8]2[CH:13]=[CH:12][CH:11]=[CH:10][C:9]=2[CH2:14][CH2:15][NH:16][CH2:17][C:18]2[CH:27]=[CH:26][C:21]([C:22]([O:24][CH3:25])=[O:23])=[CH:20][CH:19]=2)=[CH:4][CH:3]=1.Br[CH2:31][CH2:32][C:33]1[CH:40]=[CH:39][C:36]([C:37]#[N:38])=[CH:35][CH:34]=1.C(=O)([O-])[O-].[Na+].[Na+]. The catalyst is C(#N)C. The product is [Br:1][C:2]1[CH:3]=[CH:4][C:5]([CH2:6][O:7][C:8]2[CH:13]=[CH:12][CH:11]=[CH:10][C:9]=2[CH2:14][CH2:15][N:16]([CH2:17][C:18]2[CH:19]=[CH:20][C:21]([C:22]([O:24][CH3:25])=[O:23])=[CH:26][CH:27]=2)[CH2:31][CH2:32][C:33]2[CH:40]=[CH:39][C:36]([C:37]#[N:38])=[CH:35][CH:34]=2)=[CH:28][CH:29]=1. The yield is 0.690. (3) The reactants are [CH2:1]([NH:3][CH2:4][CH2:5][O:6][C:7]1[CH:12]=[CH:11][C:10]([N+:13]([O-:15])=[O:14])=[CH:9][CH:8]=1)[CH3:2].C(N(C(C)C)CC)(C)C.[C:25](O[C:25]([O:27][C:28]([CH3:31])([CH3:30])[CH3:29])=[O:26])([O:27][C:28]([CH3:31])([CH3:30])[CH3:29])=[O:26]. The catalyst is O1CCOCC1. The product is [C:28]([O:27][C:25](=[O:26])[N:3]([CH2:1][CH3:2])[CH2:4][CH2:5][O:6][C:7]1[CH:12]=[CH:11][C:10]([N+:13]([O-:15])=[O:14])=[CH:9][CH:8]=1)([CH3:31])([CH3:30])[CH3:29]. The yield is 0.680. (4) The reactants are [CH3:1][NH2:2].Cl[C:4]1[C:9]([N+:10]([O-:12])=[O:11])=[CH:8][CH:7]=[C:6]([Cl:13])[N:5]=1. The catalyst is C1COCC1. The product is [Cl:13][C:6]1[N:5]=[C:4]([NH:2][CH3:1])[C:9]([N+:10]([O-:12])=[O:11])=[CH:8][CH:7]=1. The yield is 0.800. (5) The reactants are [CH3:1][O:2][N:3]([CH3:13])[C:4]([C:6]1[CH:11]=[CH:10][CH:9]=[C:8](F)[N:7]=1)=[O:5].[N:14]([Si](C)(C)C)=[N+:15]=[N-:16]. The catalyst is CN(C=O)C.ClCCl. The product is [CH3:1][O:2][N:3]([CH3:13])[C:4]([C:6]1[CH:11]=[CH:10][CH:9]=[C:8]([N:14]=[N+:15]=[N-:16])[N:7]=1)=[O:5]. The yield is 0.250. (6) The reactants are C([O:3][C:4]([C:6]1[C:15](=[O:16])[C:14]2[C:9](=[CH:10][CH:11]=[CH:12][C:13]=2[O:17][CH3:18])[NH:8][CH:7]=1)=[O:5])C. The catalyst is [OH-].[Na+]. The product is [CH3:18][O:17][C:13]1[CH:12]=[CH:11][CH:10]=[C:9]2[C:14]=1[C:15](=[O:16])[C:6]([C:4]([OH:5])=[O:3])=[CH:7][NH:8]2. The yield is 0.520. (7) The reactants are [NH2:1][C:2]1([CH2:14][F:15])[CH2:6][CH2:5][N:4]([C:7]([O:9][C:10]([CH3:13])([CH3:12])[CH3:11])=[O:8])[CH2:3]1.[F:16][C:17]([F:32])([F:31])[C:18]1[CH:19]=[C:20]([CH:28]=[CH:29][CH:30]=1)[C:21]([NH:23][CH2:24][C:25](O)=[O:26])=[O:22].CN([P+](ON1N=NC2C=CC=CC1=2)(N(C)C)N(C)C)C.F[P-](F)(F)(F)(F)F.C(N(CC)CC)C. The catalyst is CN(C=O)C.C(OCC)(=O)C.CCCCCC. The product is [F:15][CH2:14][C:2]1([NH:1][C:25](=[O:26])[CH2:24][NH:23][C:21](=[O:22])[C:20]2[CH:28]=[CH:29][CH:30]=[C:18]([C:17]([F:16])([F:32])[F:31])[CH:19]=2)[CH2:6][CH2:5][N:4]([C:7]([O:9][C:10]([CH3:11])([CH3:12])[CH3:13])=[O:8])[CH2:3]1. The yield is 0.840. (8) The reactants are Cl.[CH2:2]1[C:4]2([CH2:8][CH2:7][C@@H:6]([CH2:9][OH:10])[NH:5]2)[CH2:3]1.[CH3:11][C:12]([O:15][C:16](O[C:16]([O:15][C:12]([CH3:14])([CH3:13])[CH3:11])=[O:17])=[O:17])([CH3:14])[CH3:13]. The catalyst is ClCCl. The product is [OH:10][CH2:9][C@@H:6]1[CH2:7][CH2:8][C:4]2([CH2:3][CH2:2]2)[N:5]1[C:16]([O:15][C:12]([CH3:14])([CH3:13])[CH3:11])=[O:17]. The yield is 0.250. (9) The yield is 0.490. The product is [N:9]1([CH2:15][C:16]2[CH:17]=[CH:18][C:19]([C:22]([NH:23][C:24]3([C:25]([NH:1][C@H:2]([CH2:7][OH:8])[CH2:3][CH2:4][S:5][CH3:6])=[O:27])[CH2:28][CH2:29][CH2:30][CH2:31][CH2:32]3)=[O:26])=[CH:20][CH:21]=2)[CH2:14][CH2:13][O:12][CH2:11][CH2:10]1. The catalyst is CN(C)C=O. The reactants are [NH2:1][C@H:2]([CH2:7][OH:8])[CH2:3][CH2:4][S:5][CH3:6].[N:9]1([CH2:15][C:16]2[CH:21]=[CH:20][C:19]([C:22]3[O:26][C:25](=[O:27])[C:24]4([CH2:32][CH2:31][CH2:30][CH2:29][CH2:28]4)[N:23]=3)=[CH:18][CH:17]=2)[CH2:14][CH2:13][O:12][CH2:11][CH2:10]1.O. (10) The reactants are [Cl:1][C:2]1[CH:3]=[CH:4][C:5]([C:8]([C:19]2[CH:24]=[C:23]([C:25]([F:28])([F:27])[F:26])[CH:22]=[C:21]([F:29])[CH:20]=2)([N:16]=[C:17]=S)[CH2:9][C:10]2[CH:15]=[CH:14][CH:13]=[CH:12][CH:11]=2)=[N:6][CH:7]=1.[C:30]1([NH2:37])[CH:35]=[CH:34][CH:33]=[CH:32][C:31]=1[NH2:36].CCN=C=NCCCN(C)C. The catalyst is ClC(Cl)C. The product is [Cl:1][C:2]1[CH:3]=[CH:4][C:5]([C:8]([NH:16][C:17]2[NH:37][C:30]3[CH:35]=[CH:34][CH:33]=[CH:32][C:31]=3[N:36]=2)([C:19]2[CH:24]=[C:23]([C:25]([F:28])([F:27])[F:26])[CH:22]=[C:21]([F:29])[CH:20]=2)[CH2:9][C:10]2[CH:15]=[CH:14][CH:13]=[CH:12][CH:11]=2)=[N:6][CH:7]=1. The yield is 0.470.